The task is: Regression. Given a peptide amino acid sequence and an MHC pseudo amino acid sequence, predict their binding affinity value. This is MHC class II binding data.. This data is from Peptide-MHC class II binding affinity with 134,281 pairs from IEDB. (1) The peptide sequence is TGHGTVVMQVKVPKG. The MHC is DRB1_0301 with pseudo-sequence DRB1_0301. The binding affinity (normalized) is 0.196. (2) The peptide sequence is ALREKVLGLPAIKAW. The MHC is HLA-DPA10201-DPB10501 with pseudo-sequence HLA-DPA10201-DPB10501. The binding affinity (normalized) is 0.393. (3) The peptide sequence is MLEKTKEDLFGKKNL. The MHC is HLA-DQA10201-DQB10301 with pseudo-sequence HLA-DQA10201-DQB10301. The binding affinity (normalized) is 0. (4) The peptide sequence is IRQLERLLQAVVGAG. The MHC is DRB1_1001 with pseudo-sequence DRB1_1001. The binding affinity (normalized) is 0.214.